From a dataset of NCI-60 drug combinations with 297,098 pairs across 59 cell lines. Regression. Given two drug SMILES strings and cell line genomic features, predict the synergy score measuring deviation from expected non-interaction effect. (1) Drug 1: C1=CC(=CC=C1CCCC(=O)O)N(CCCl)CCCl. Drug 2: CC1C(C(CC(O1)OC2CC(CC3=C2C(=C4C(=C3O)C(=O)C5=C(C4=O)C(=CC=C5)OC)O)(C(=O)CO)O)N)O.Cl. Cell line: T-47D. Synergy scores: CSS=39.6, Synergy_ZIP=-1.56, Synergy_Bliss=-3.42, Synergy_Loewe=-22.8, Synergy_HSA=-1.18. (2) Drug 1: CCCS(=O)(=O)NC1=C(C(=C(C=C1)F)C(=O)C2=CNC3=C2C=C(C=N3)C4=CC=C(C=C4)Cl)F. Drug 2: CC(C1=C(C=CC(=C1Cl)F)Cl)OC2=C(N=CC(=C2)C3=CN(N=C3)C4CCNCC4)N. Cell line: SNB-19. Synergy scores: CSS=2.49, Synergy_ZIP=0.479, Synergy_Bliss=1.93, Synergy_Loewe=-4.21, Synergy_HSA=-0.964. (3) Drug 1: C1=NC(=NC(=O)N1C2C(C(C(O2)CO)O)O)N. Drug 2: CC1C(C(CC(O1)OC2CC(OC(C2O)C)OC3=CC4=CC5=C(C(=O)C(C(C5)C(C(=O)C(C(C)O)O)OC)OC6CC(C(C(O6)C)O)OC7CC(C(C(O7)C)O)OC8CC(C(C(O8)C)O)(C)O)C(=C4C(=C3C)O)O)O)O. Cell line: MDA-MB-435. Synergy scores: CSS=60.9, Synergy_ZIP=-3.82, Synergy_Bliss=1.93, Synergy_Loewe=-12.1, Synergy_HSA=-0.0325.